This data is from Full USPTO retrosynthesis dataset with 1.9M reactions from patents (1976-2016). The task is: Predict the reactants needed to synthesize the given product. Given the product [NH2:8][C@H:9]([C:13]([O:15][CH2:32][C@H:33]([CH2:46][CH2:47][O:48][C:49](=[O:67])[CH2:50][CH2:51][CH2:52][CH2:53][CH2:54][CH2:55][CH2:56][CH2:57][CH2:58][CH2:59][CH2:60][CH2:61][CH2:62][CH2:63][CH2:64][CH2:65][CH3:66])[CH2:34][N:35]1[CH:43]=[N:42][C:41]2[C:40](=[O:44])[NH:39][C:38]([NH2:45])=[N:37][C:36]1=2)=[O:14])[CH:10]([CH3:11])[CH3:12], predict the reactants needed to synthesize it. The reactants are: C([NH:8][C@H:9]([C:13]([OH:15])=[O:14])[CH:10]([CH3:12])[CH3:11])(OC(C)(C)C)=O.C1(N=C=NC2CCCCC2)CCCCC1.O[CH2:32][C@H:33]([CH2:46][CH2:47][O:48][C:49](=[O:67])[CH2:50][CH2:51][CH2:52][CH2:53][CH2:54][CH2:55][CH2:56][CH2:57][CH2:58][CH2:59][CH2:60][CH2:61][CH2:62][CH2:63][CH2:64][CH2:65][CH3:66])[CH2:34][N:35]1[CH:43]=[N:42][C:41]2[C:40](=[O:44])[NH:39][C:38]([NH2:45])=[N:37][C:36]1=2.CN(C)C=O.